From a dataset of Catalyst prediction with 721,799 reactions and 888 catalyst types from USPTO. Predict which catalyst facilitates the given reaction. Reactant: [CH2:1]([C:3]1[CH:9]=[CH:8][CH:7]=[C:6]([CH2:10][CH3:11])[C:4]=1[NH2:5])[CH3:2].[Al+3].[Cl-].[Cl-].[Cl-].[Br:16][C:17]1[CH:22]=[CH:21][CH:20]=[CH:19][C:18]=1[C:23]1O[C:25]([C:28]2[CH:33]=[CH:32][CH:31]=[CH:30][CH:29]=2)=[N:26][N:27]=1.CN1C(=O)CCC1. The catalyst class is: 13. Product: [Br:16][C:17]1[CH:22]=[CH:21][CH:20]=[CH:19][C:18]=1[C:23]1[N:5]([C:4]2[C:6]([CH2:10][CH3:11])=[CH:7][CH:8]=[CH:9][C:3]=2[CH2:1][CH3:2])[C:25]([C:28]2[CH:29]=[CH:30][CH:31]=[CH:32][CH:33]=2)=[N:26][N:27]=1.